From a dataset of Full USPTO retrosynthesis dataset with 1.9M reactions from patents (1976-2016). Predict the reactants needed to synthesize the given product. (1) Given the product [CH:21]1([C:18]2[CH:19]=[N:20][C:11]([NH:10][C:6]3[CH:5]=[C:4]4[C:9](=[CH:8][CH:7]=3)[N:1]([CH2:31][CH2:32][CH:33]([CH3:35])[CH3:34])[CH:2]=[CH:3]4)=[C:12]([CH:17]=2)[C:13]([OH:15])=[O:14])[CH2:22][CH2:23]1, predict the reactants needed to synthesize it. The reactants are: [NH:1]1[C:9]2[C:4](=[CH:5][C:6]([NH:10][C:11]3[N:20]=[CH:19][C:18]([CH:21]4[CH2:23][CH2:22]4)=[CH:17][C:12]=3[C:13]([O:15]C)=[O:14])=[CH:7][CH:8]=2)[CH:3]=[CH:2]1.CC(C)([O-])C.[K+].Br[CH2:31][CH2:32][CH:33]([CH3:35])[CH3:34].C(OCC)(=O)C. (2) Given the product [C:2]1([N:8]([CH2:32][CH2:33][C:34]([OH:36])=[O:35])[C:9]([C:11]2[CH:31]=[CH:30][C:14]3[N:15]([CH3:29])[C:16]([CH2:18][NH:19][C:20]4[CH:25]=[CH:24][C:23]([C:26](=[NH:27])[NH2:28])=[CH:22][CH:21]=4)=[N:17][C:13]=3[CH:12]=2)=[O:10])[CH:3]=[CH:4][CH:5]=[CH:6][CH:7]=1, predict the reactants needed to synthesize it. The reactants are: Cl.[C:2]1([N:8]([CH2:32][CH2:33][C:34]([O:36]CC)=[O:35])[C:9]([C:11]2[CH:31]=[CH:30][C:14]3[N:15]([CH3:29])[C:16]([CH2:18][NH:19][C:20]4[CH:25]=[CH:24][C:23]([C:26](=[NH:28])[NH2:27])=[CH:22][CH:21]=4)=[N:17][C:13]=3[CH:12]=2)=[O:10])[CH:7]=[CH:6][CH:5]=[CH:4][CH:3]=1.C(O)C.[OH-].[Na+].C(O)(=O)C. (3) Given the product [Cl:1][C:2]1[N:7]=[C:6]([NH:9][C@@H:10]2[CH2:15][CH2:14][CH2:13][N:12]([C:16]([O:18][C:19]([CH3:22])([CH3:21])[CH3:20])=[O:17])[CH2:11]2)[CH:5]=[CH:4][N:3]=1, predict the reactants needed to synthesize it. The reactants are: [Cl:1][C:2]1[N:7]=[C:6](Cl)[CH:5]=[CH:4][N:3]=1.[NH2:9][C@@H:10]1[CH2:15][CH2:14][CH2:13][N:12]([C:16]([O:18][C:19]([CH3:22])([CH3:21])[CH3:20])=[O:17])[CH2:11]1.O. (4) Given the product [NH2:21][C:19]1[C:18]([CH3:22])=[N:17][C:16]2([C:23]3[C:5](=[CH:4][CH:3]=[C:2]([C:32]4[CH:31]=[C:28]([CH:27]=[C:26]([Cl:25])[CH:33]=4)[C:29]#[N:30])[CH:24]=3)[CH2:6][CH2:7][C:8]32[CH2:13][CH2:12][CH:11]([O:14][CH3:15])[CH2:10][CH2:9]3)[N:20]=1, predict the reactants needed to synthesize it. The reactants are: Br[C:2]1[CH:24]=[C:23]2[C:5]([CH2:6][CH2:7][C:8]3([C:16]42[N:20]=[C:19]([NH2:21])[C:18]([CH3:22])=[N:17]4)[CH2:13][CH2:12][CH:11]([O:14][CH3:15])[CH2:10][CH2:9]3)=[CH:4][CH:3]=1.[Cl:25][C:26]1[CH:27]=[C:28]([CH:31]=[C:32](B2OC(C)(C)C(C)(C)O2)[CH:33]=1)[C:29]#[N:30].